Dataset: Reaction yield outcomes from USPTO patents with 853,638 reactions. Task: Predict the reaction yield, written as a fraction of the theoretical maximum amount of product (1.0 means a 100% yield; for example, 0.34 means a 34% yield). (1) The reactants are [Br:1][C:2]1[CH:7]=[CH:6][C:5]([NH:8][C:9]([C:11]2[N:12](COCC[Si](C)(C)C)[CH:13]=[C:14]([C:16]#[N:17])[N:15]=2)=[O:10])=[C:4]([C:26]2[CH2:31][CH2:30][CH2:29][CH2:28][CH:27]=2)[CH:3]=1.CCO.C(O)(C(F)(F)F)=O.C(O)CC. The catalyst is C(Cl)Cl. The product is [Br:1][C:2]1[CH:7]=[CH:6][C:5]([NH:8][C:9]([C:11]2[NH:12][CH:13]=[C:14]([C:16]#[N:17])[N:15]=2)=[O:10])=[C:4]([C:26]2[CH2:31][CH2:30][CH2:29][CH2:28][CH:27]=2)[CH:3]=1. The yield is 0.960. (2) The reactants are [F:1][C:2]1[CH:3]=[C:4]([CH:44]=[CH:45][CH:46]=1)[CH2:5][N:6]1[CH:10]=[C:9]([C:11]2[C:19]3[C:14](=[N:15][CH:16]=[C:17]([C:20]4[C:21]([O:32][CH3:33])=[N:22][C:23]([N:26]5[CH2:31][CH2:30][NH:29][CH2:28][CH2:27]5)=[CH:24][CH:25]=4)[CH:18]=3)[N:13]([S:34]([C:37]3[CH:43]=[CH:42][C:40]([CH3:41])=[CH:39][CH:38]=3)(=[O:36])=[O:35])[CH:12]=2)[CH:8]=[N:7]1.[CH3:47][C@H:48]1[CH2:50][O:49]1.CCN(C(C)C)C(C)C. The catalyst is C(O)C. The product is [F:1][C:2]1[CH:3]=[C:4]([CH:44]=[CH:45][CH:46]=1)[CH2:5][N:6]1[CH:10]=[C:9]([C:11]2[C:19]3[C:14](=[N:15][CH:16]=[C:17]([C:20]4[CH:25]=[CH:24][C:23]([N:26]5[CH2:31][CH2:30][N:29]([CH2:47][C@@H:48]([OH:49])[CH3:50])[CH2:28][CH2:27]5)=[N:22][C:21]=4[O:32][CH3:33])[CH:18]=3)[N:13]([S:34]([C:37]3[CH:43]=[CH:42][C:40]([CH3:41])=[CH:39][CH:38]=3)(=[O:36])=[O:35])[CH:12]=2)[CH:8]=[N:7]1. The yield is 0.953. (3) The reactants are [Cl:1][C:2]1[CH:10]=[CH:9][C:5]([C:6]([OH:8])=O)=[C:4]([F:11])[CH:3]=1.CN(C(ON1N=NC2C=CC=NC1=2)=[N+](C)C)C.F[P-](F)(F)(F)(F)F.[CH3:36][O:37][C:38]1[CH:43]=[C:42]([NH2:44])[CH:41]=[CH:40][N:39]=1.CCN(CC)CC. The catalyst is ClCCl. The product is [Cl:1][C:2]1[CH:10]=[CH:9][C:5]([C:6]([NH:44][C:42]2[CH:41]=[CH:40][N:39]=[C:38]([O:37][CH3:36])[CH:43]=2)=[O:8])=[C:4]([F:11])[CH:3]=1. The yield is 0.390. (4) The reactants are [C:1]12(O)[CH2:9][CH:5]([C:6]1([CH3:8])[CH3:7])[CH2:4][CH2:3][C:2]2([OH:11])[CH3:10].[CH3:13][CH:14]([CH3:19])[CH2:15][B:16](O)[OH:17]. The catalyst is C(OCC)C. The product is [CH3:13][CH:14]([CH3:19])[CH2:15][B:16]1[O:17][C@@H:3]2[CH2:4][C@@H:5]3[CH2:9][C@H:1]([C@:2]2([CH3:10])[O:11]1)[C:6]3([CH3:8])[CH3:7]. The yield is 0.940. (5) The reactants are Cl[C:2]1[CH:7]=[CH:6][C:5]([O:8][CH3:9])=[CH:4][C:3]=1[N+:10]([O-:12])=[O:11].[C:13]1([NH2:20])[CH:18]=[CH:17][C:16]([NH2:19])=[CH:15][CH:14]=1.C([O-])([O-])=O.[K+].[K+]. The catalyst is CN(C=O)C. The product is [CH3:9][O:8][C:5]1[CH:6]=[CH:7][C:2]([NH:19][C:16]2[CH:17]=[CH:18][C:13]([NH2:20])=[CH:14][CH:15]=2)=[C:3]([N+:10]([O-:12])=[O:11])[CH:4]=1. The yield is 0.260. (6) The reactants are C([O:3][C:4]([C:6]1([C:9]2[CH:10]=[C:11]([C:15]3[CH:20]=[CH:19][C:18]([C:21]4[N:22]=[N:23][N:24]([CH3:38])[C:25]=4[NH:26][C:27]([O:29][C@@H:30]([C:32]4[CH:37]=[CH:36][CH:35]=[CH:34][CH:33]=4)[CH3:31])=[O:28])=[CH:17][CH:16]=3)[CH:12]=[CH:13][CH:14]=2)[CH2:8][CH2:7]1)=[O:5])C.[OH-].[Na+]. The catalyst is C1COCC1.C(O)C.O. The product is [CH3:38][N:24]1[C:25]([NH:26][C:27]([O:29][C@@H:30]([C:32]2[CH:33]=[CH:34][CH:35]=[CH:36][CH:37]=2)[CH3:31])=[O:28])=[C:21]([C:18]2[CH:19]=[CH:20][C:15]([C:11]3[CH:12]=[CH:13][CH:14]=[C:9]([C:6]4([C:4]([OH:5])=[O:3])[CH2:8][CH2:7]4)[CH:10]=3)=[CH:16][CH:17]=2)[N:22]=[N:23]1. The yield is 0.880. (7) The reactants are [F:1][C:2]1[CH:7]=[CH:6][C:5]([C:8]2[S:12][C:11]3[CH:13]=[C:14]([O:17][CH3:18])[CH:15]=[CH:16][C:10]=3[C:9]=2[O:19][C:20]2[CH:25]=[CH:24][C:23](/[CH:26]=[CH:27]/[C:28]([NH2:30])=O)=[CH:22][CH:21]=2)=[CH:4][CH:3]=1.[Si]([N:35]=[N+:36]=[N-:37])(C)(C)C. The catalyst is COCCOC. The product is [F:1][C:2]1[CH:7]=[CH:6][C:5]([C:8]2[S:12][C:11]3[CH:13]=[C:14]([O:17][CH3:18])[CH:15]=[CH:16][C:10]=3[C:9]=2[O:19][C:20]2[CH:25]=[CH:24][C:23](/[CH:26]=[CH:27]/[C:28]3[NH:30][N:37]=[N:36][N:35]=3)=[CH:22][CH:21]=2)=[CH:4][CH:3]=1. The yield is 0.714. (8) The reactants are [Cl:1][C:2]1[CH:3]=[CH:4][CH:5]=[C:6]2[C:23]=1[O:22][C:9]1([CH2:14][CH2:13][N:12]([C:15]([O:17][C:18]([CH3:21])([CH3:20])[CH3:19])=[O:16])[CH2:11][CH2:10]1)[CH2:8][C:7]2=[O:24].[BH4-].[Na+]. The catalyst is C(O)C. The product is [Cl:1][C:2]1[CH:3]=[CH:4][CH:5]=[C:6]2[C:23]=1[O:22][C:9]1([CH2:10][CH2:11][N:12]([C:15]([O:17][C:18]([CH3:21])([CH3:19])[CH3:20])=[O:16])[CH2:13][CH2:14]1)[CH2:8][CH:7]2[OH:24]. The yield is 0.980. (9) The yield is 0.241. The product is [CH3:1][N:2]1[CH2:8][CH2:7][CH2:6][N:5]([C:10]2[CH:19]=[CH:18][C:13]([C:14]([O:16][CH3:17])=[O:15])=[CH:12][CH:11]=2)[CH2:4][CH2:3]1. The catalyst is CC(N(C)C)=O. The reactants are [CH3:1][N:2]1[CH2:8][CH2:7][CH2:6][NH:5][CH2:4][CH2:3]1.F[C:10]1[CH:19]=[CH:18][C:13]([C:14]([O:16][CH3:17])=[O:15])=[CH:12][CH:11]=1. (10) The reactants are Cl.[N+:2]([C:5]1[CH:10]=[CH:9][C:8]([CH2:11][C:12](=[NH:16])OCC)=[CH:7][CH:6]=1)([O-:4])=[O:3].CO[CH:19](OC)[CH2:20][NH2:21]. The catalyst is C(O)C. The product is [N+:2]([C:5]1[CH:6]=[CH:7][C:8]([CH2:11][C:12]2[NH:16][CH:19]=[CH:20][N:21]=2)=[CH:9][CH:10]=1)([O-:4])=[O:3]. The yield is 0.510.